This data is from Forward reaction prediction with 1.9M reactions from USPTO patents (1976-2016). The task is: Predict the product of the given reaction. (1) Given the reactants CC1C(I)=CC(C=O)=CC=1I.[CH2:12]1[CH2:17][C:16]2[CH:18]=[CH:19][NH:20][C:15]=2[CH2:14][CH2:13]1.FC(F)(F)C(O)=O.ClC1C(=O)C([C:39]#[N:40])=C(C#N)C(=O)C=1Cl.CCN(CC)CC.[B:49](F)([F:51])[F:50].CCOCC, predict the reaction product. The product is: [B-:49]1([F:51])([F:50])[N+:40]2=[CH:39][CH:17]=[CH:12][C:13]2=[CH:14][C:15]2[N:20]1[CH:19]=[CH:18][CH:16]=2. (2) Given the reactants [Cl:1][C:2]1[C:3]([N:11]2[CH2:16][CH2:15][NH:14][CH2:13][CH2:12]2)=[N:4][CH:5]=[C:6]([CH:10]=1)[C:7]([O-:9])=[O:8].[NH2+]1CCNCC1.[CH3:23][CH:24]([CH3:28])[CH2:25][CH2:26][OH:27].S(=O)(=O)(O)O.C([O-])(O)=O.[Na+], predict the reaction product. The product is: [CH3:7][OH:8].[NH4+:4].[OH-:27].[Cl:1][C:2]1[C:3]([N:11]2[CH2:12][CH2:13][NH:14][CH2:15][CH2:16]2)=[N:4][CH:5]=[C:6]([CH:10]=1)[C:7]([O:9][CH2:26][CH2:25][CH:24]([CH3:28])[CH3:23])=[O:8].